This data is from Catalyst prediction with 721,799 reactions and 888 catalyst types from USPTO. The task is: Predict which catalyst facilitates the given reaction. Reactant: [Si:1]([O:8][C@@H:9]1[C@H:13]([OH:14])[C@@H:12]([CH2:15][O:16][C:17]([C:34]2[CH:39]=[CH:38][CH:37]=[CH:36][CH:35]=2)([C:26]2[CH:31]=[CH:30][C:29]([O:32][CH3:33])=[CH:28][CH:27]=2)[C:18]2[CH:23]=[CH:22][C:21]([O:24][CH3:25])=[CH:20][CH:19]=2)[O:11][C@H:10]1[N:40]1[C:54]2[N:53]=[C:47]([N:48]=[CH:49][N:50]([CH3:52])[CH3:51])[NH:46][C:44](=[O:45])[C:43]=2[N:42]=[CH:41]1)([C:4]([CH3:7])([CH3:6])[CH3:5])([CH3:3])[CH3:2].[N:55]1C(C)=C[C:58](C)=[CH:57][C:56]=1C.CN1C=CN=C1.[CH:70]([N:73]([CH:81]([CH3:83])[CH3:82])[P:74](Cl)[O:75]CCC#N)([CH3:72])[CH3:71]. Product: [C:56]([CH2:57][CH2:58][PH:74]([O:14][C@@H:13]1[C@@H:12]([CH2:15][O:16][C:17]([C:34]2[CH:39]=[CH:38][CH:37]=[CH:36][CH:35]=2)([C:18]2[CH:19]=[CH:20][C:21]([O:24][CH3:25])=[CH:22][CH:23]=2)[C:26]2[CH:27]=[CH:28][C:29]([O:32][CH3:33])=[CH:30][CH:31]=2)[O:11][C@@H:10]([N:40]2[C:54]3[N:53]=[C:47]([N:48]=[CH:49][N:50]([CH3:51])[CH3:52])[NH:46][C:44](=[O:45])[C:43]=3[N:42]=[CH:41]2)[C@@H:9]1[O:8][Si:1]([C:4]([CH3:6])([CH3:7])[CH3:5])([CH3:3])[CH3:2])([N:73]([CH:70]([CH3:71])[CH3:72])[CH:81]([CH3:82])[CH3:83])[OH:75])#[N:55]. The catalyst class is: 56.